This data is from Full USPTO retrosynthesis dataset with 1.9M reactions from patents (1976-2016). The task is: Predict the reactants needed to synthesize the given product. (1) Given the product [CH2:6]([NH:5][CH2:4][C:3]1[C:2]([CH3:1])=[C:11]([CH:10]=[CH:9][CH:8]=1)[NH2:12])[CH3:7], predict the reactants needed to synthesize it. The reactants are: [CH3:1][C:2]1[C:11]([N+:12]([O-])=O)=[CH:10][CH:9]=[CH:8][C:3]=1[CH2:4][NH:5][CH2:6][CH3:7]. (2) The reactants are: O[CH2:2][CH2:3][N:4]([CH3:13])[C:5]1[NH:10][C:9](=[O:11])[NH:8][C:7](=[O:12])[CH:6]=1.C1C=CC(P(C2C=CC=CC=2)C2C=CC=CC=2)=CC=1.CC(OC(/N=N/C(OC(C)C)=O)=O)C. Given the product [CH3:13][N:4]1[C:5]2[N:10]([C:9](=[O:11])[NH:8][C:7](=[O:12])[CH:6]=2)[CH2:2][CH2:3]1, predict the reactants needed to synthesize it. (3) Given the product [NH:16]1[C:17]2[CH:18]=[CH:19][N:20]=[CH:21][C:22]=2[C:23](=[O:24])[O:25][C:14]1=[O:15], predict the reactants needed to synthesize it. The reactants are: ClC(OC(Cl)(Cl)Cl)=O.C(O[C:14]([NH:16][C:17]1[C:22]([C:23]([OH:25])=[O:24])=[CH:21][N:20]=[CH:19][CH:18]=1)=[O:15])(C)(C)C. (4) Given the product [C:12]([NH:11][S:8]([C:5]1[CH:6]=[CH:7][C:2]([C:17]#[N:18])=[C:3]([CH3:16])[CH:4]=1)(=[O:10])=[O:9])([CH3:15])([CH3:14])[CH3:13], predict the reactants needed to synthesize it. The reactants are: Br[C:2]1[CH:7]=[CH:6][C:5]([S:8]([NH:11][C:12]([CH3:15])([CH3:14])[CH3:13])(=[O:10])=[O:9])=[CH:4][C:3]=1[CH3:16].[CH3:17][N:18](C=O)C. (5) Given the product [CH2:1]([O:3][C:4]1[NH:8][N:7]=[C:6]([N:9]2[C:10]3=[N:11][C:12]([NH:19][C@H:20]([C:22]4[N:27]=[CH:26][C:25]([F:28])=[CH:24][N:23]=4)[CH3:21])=[CH:13][CH:14]=[C:15]3[N:16]=[CH:29]2)[CH:5]=1)[CH3:2], predict the reactants needed to synthesize it. The reactants are: [CH2:1]([O:3][C:4]1[NH:8][N:7]=[C:6]([NH:9][C:10]2[C:15]([N+:16]([O-])=O)=[CH:14][CH:13]=[C:12]([NH:19][C@H:20]([C:22]3[N:27]=[CH:26][C:25]([F:28])=[CH:24][N:23]=3)[CH3:21])[N:11]=2)[CH:5]=1)[CH3:2].[CH2:29](O)C.C(OCC)(=O)C. (6) Given the product [N:15]1[NH:23][N:24]=[N:25][C:14]=1[CH2:13][C:12]1[CH:11]=[C:10]([C:16]([C:18]2[O:19][CH:20]=[CH:21][CH:22]=2)=[O:17])[S:9][C:8]=1[C:5]1[CH:6]=[CH:7][C:2]([Cl:1])=[CH:3][CH:4]=1, predict the reactants needed to synthesize it. The reactants are: [Cl:1][C:2]1[CH:7]=[CH:6][C:5]([C:8]2[S:9][C:10]([C:16]([C:18]3[O:19][CH:20]=[CH:21][CH:22]=3)=[O:17])=[CH:11][C:12]=2[CH2:13][C:14]#[N:15])=[CH:4][CH:3]=1.[N-:23]=[N+:24]=[N-:25].[Na+].[Cl-].[NH4+].Cl. (7) Given the product [CH2:1]([O:3][C:4](=[O:12])[C@:5]([O:11][CH2:37][C:22]([C:20]1[C:19]([F:38])=[CH:18][CH:17]=[C:16]([Br:15])[N:21]=1)([NH:23][S:25]([C:28]1[CH:33]=[CH:32][CH:31]=[CH:30][C:29]=1[N+:34]([O-:36])=[O:35])(=[O:26])=[O:27])[CH3:24])([CH3:10])[C:6]([F:7])([F:8])[F:9])[CH3:2], predict the reactants needed to synthesize it. The reactants are: [CH2:1]([O:3][C:4](=[O:12])[C@:5]([OH:11])([CH3:10])[C:6]([F:9])([F:8])[F:7])[CH3:2].[H-].[Na+].[Br:15][C:16]1[N:21]=[C:20]([C:22]2([CH3:37])[CH2:24][N:23]2[S:25]([C:28]2[CH:33]=[CH:32][CH:31]=[CH:30][C:29]=2[N+:34]([O-:36])=[O:35])(=[O:27])=[O:26])[C:19]([F:38])=[CH:18][CH:17]=1.